From a dataset of Full USPTO retrosynthesis dataset with 1.9M reactions from patents (1976-2016). Predict the reactants needed to synthesize the given product. (1) Given the product [O:7]=[C:6]([NH:8][CH:9]1[N:15]=[C:14]([C:16]2[CH:21]=[CH:20][CH:19]=[CH:18][N:17]=2)[C:13]2[CH:22]=[CH:23][CH:24]=[CH:25][C:12]=2[N:11]([CH3:26])[C:10]1=[O:27])[C@H:5]([CH2:4][CH:1]1[CH2:2][CH2:3]1)[CH2:28][CH2:29][CH2:30][CH2:31][CH3:32], predict the reactants needed to synthesize it. The reactants are: [CH:1]1([CH2:4][C@H:5]([C@@H:28](O)[CH2:29][CH2:30][CH2:31][CH3:32])[C:6]([NH:8][CH:9]2[N:15]=[C:14]([C:16]3[CH:21]=[CH:20][CH:19]=[CH:18][N:17]=3)[C:13]3[CH:22]=[CH:23][CH:24]=[CH:25][C:12]=3[N:11]([CH3:26])[C:10]2=[O:27])=[O:7])[CH2:3][CH2:2]1.NC1N=C(C2C=CC=CN=2)C2C=CC=CC=2N(C)C1=O. (2) Given the product [CH3:7][S:8][C:9]1[C:10]([C:15](=[NH:2])[NH2:16])=[N:11][CH:12]=[CH:13][CH:14]=1, predict the reactants needed to synthesize it. The reactants are: [Cl-].[NH4+:2].C[Al](C)C.[CH3:7][S:8][C:9]1[C:10]([C:15]#[N:16])=[N:11][CH:12]=[CH:13][CH:14]=1.CO.